Dataset: Full USPTO retrosynthesis dataset with 1.9M reactions from patents (1976-2016). Task: Predict the reactants needed to synthesize the given product. (1) Given the product [Br:1][C:2]1[CH:3]=[CH:4][CH:5]=[C:6]2[C:10]=1[NH:9][C:8](=[O:11])[C:7]12[C:14]2=[CH:15][C:16]3[O:20][CH2:19][O:18][C:17]=3[CH:21]=[C:22]2[O:13][CH2:12]1, predict the reactants needed to synthesize it. The reactants are: [Br:1][C:2]1[CH:3]=[CH:4][CH:5]=[C:6]2[C:10]=1[NH:9][C:8](=[O:11])[C:7]2([C:14]1[C:22](O)=[CH:21][C:17]2[O:18][CH2:19][O:20][C:16]=2[CH:15]=1)[CH2:12][OH:13].C(P(CCCC)CCCC)CCC.N(C(OC(C)(C)C)=O)=NC(OC(C)(C)C)=O. (2) Given the product [CH3:1][C:2]1[C:6]([N+:7]([O-:9])=[O:8])=[CH:5][N:4]([C:17]([O:19][C:20]([CH3:23])([CH3:22])[CH3:21])=[O:18])[N:3]=1, predict the reactants needed to synthesize it. The reactants are: [CH3:1][C:2]1[C:6]([N+:7]([O-:9])=[O:8])=[CH:5][NH:4][N:3]=1.C(N(CC)CC)C.[C:17](O[C:17]([O:19][C:20]([CH3:23])([CH3:22])[CH3:21])=[O:18])([O:19][C:20]([CH3:23])([CH3:22])[CH3:21])=[O:18].O.